Dataset: Reaction yield outcomes from USPTO patents with 853,638 reactions. Task: Predict the reaction yield, written as a fraction of the theoretical maximum amount of product (1.0 means a 100% yield; for example, 0.34 means a 34% yield). (1) The reactants are Br[C:2]1[N:7]=[C:6]2[S:8][C:9]([NH:11][C:12]3[O:13][C@:14]4([CH2:22][N:23]=3)[CH:19]3[CH2:20][CH2:21][N:16]([CH2:17][CH2:18]3)[CH2:15]4)=[N:10][C:5]2=[N:4][CH:3]=1.Cl. The catalyst is CO. The product is [S:8]1[C:6]2=[N:7][CH:2]=[CH:3][N:4]=[C:5]2[N:10]=[C:9]1[NH:11][C:12]1[O:13][C@:14]2([CH2:22][N:23]=1)[CH:19]1[CH2:20][CH2:21][N:16]([CH2:17][CH2:18]1)[CH2:15]2. The yield is 0.675. (2) The reactants are [F:1][C:2]1[CH:10]=[C:9]([F:11])[CH:8]=C2[C:3]=1/[C:4](=[CH:13]/[C:14]1[N:18]([CH3:19])[N:17]=[CH:16][N:15]=1)/[O:5]C2=O.C[CH2:21][O:22][C:23]([CH3:25])=[O:24]. The catalyst is CO. The product is [F:1][C:2]1[C:3]([C:4](=[O:5])[CH2:13][C:14]2[N:18]([CH3:19])[N:17]=[CH:16][N:15]=2)=[C:25]([CH:8]=[C:9]([F:11])[CH:10]=1)[C:23]([O:22][CH3:21])=[O:24]. The yield is 0.990. (3) The reactants are [CH3:1][C:2]1[CH:16]=[C:15]([CH2:17][N:18]2[CH2:24][CH2:23][CH2:22][CH:21]([C:25]3[CH:30]=[CH:29][CH:28]=[CH:27][CH:26]=3)[CH2:20][CH2:19]2)[CH:14]=[CH:13][C:3]=1[O:4][C:5]1[CH:12]=[CH:11][C:8]([C:9]#[N:10])=[CH:7][N:6]=1.C(=O)([O-])[O-:32].[K+].[K+].OO.CO. The catalyst is CS(C)=O. The product is [CH3:1][C:2]1[CH:16]=[C:15]([CH2:17][N:18]2[CH2:24][CH2:23][CH2:22][CH:21]([C:25]3[CH:30]=[CH:29][CH:28]=[CH:27][CH:26]=3)[CH2:20][CH2:19]2)[CH:14]=[CH:13][C:3]=1[O:4][C:5]1[CH:12]=[CH:11][C:8]([C:9]([NH2:10])=[O:32])=[CH:7][N:6]=1. The yield is 0.870. (4) The reactants are [NH:1]1[CH2:4][CH:3]([CH2:5][O:6][C:7]2[C:16]([CH:17]3[CH2:19][CH2:18]3)=[CH:15][C:10]([C:11]([O:13][CH3:14])=[O:12])=[C:9]([F:20])[CH:8]=2)[CH2:2]1.[C:21](Cl)(=[O:28])[C:22]1[CH:27]=[CH:26][CH:25]=[CH:24][CH:23]=1.C(N(CC)CC)C. The catalyst is C(Cl)Cl. The product is [C:21]([N:1]1[CH2:4][CH:3]([CH2:5][O:6][C:7]2[C:16]([CH:17]3[CH2:19][CH2:18]3)=[CH:15][C:10]([C:11]([O:13][CH3:14])=[O:12])=[C:9]([F:20])[CH:8]=2)[CH2:2]1)(=[O:28])[C:22]1[CH:27]=[CH:26][CH:25]=[CH:24][CH:23]=1. The yield is 0.990. (5) No catalyst specified. The product is [CH3:1][C:2]1[NH:3][C:4](=[O:15])[C:5]2[C:10]([CH:11]=1)=[CH:9][CH:8]=[CH:7][CH:6]=2. The yield is 0.270. The reactants are [CH3:1][C:2]1[N+:3]([O-])=[CH:4][C:5]2[C:10]([CH:11]=1)=[CH:9][CH:8]=[CH:7][CH:6]=2.C(OC(=O)C)(=[O:15])C. (6) No catalyst specified. The product is [C:1]([C:3]1[CH:4]=[C:5]([NH:9][C:10](=[O:11])[O:34][CH2:33][CH2:32][C:27]2[C:26]([CH2:35][CH3:36])=[CH:25][C:24]([Br:23])=[CH:29][C:28]=2[CH2:30][CH3:31])[CH:6]=[CH:7][CH:8]=1)#[N:2]. The yield is 0.860. The reactants are [C:1]([C:3]1[CH:4]=[C:5]([NH:9][C:10](=O)[O:11]CCC2C=CC(Br)=CC=2C)[CH:6]=[CH:7][CH:8]=1)#[N:2].[Br:23][C:24]1[CH:29]=[C:28]([CH2:30][CH3:31])[C:27]([CH2:32][CH2:33][OH:34])=[C:26]([CH2:35][CH3:36])[CH:25]=1.N(C1C=C(C=CC=1)C#N)=C=O. (7) The reactants are [N:1]12[CH2:8][CH2:7][C:4]([C:9]([C:18]3[CH:23]=[CH:22][CH:21]=[CH:20][CH:19]=3)([C:12]3[CH:17]=[CH:16][CH:15]=[CH:14][CH:13]=3)[C:10]#[N:11])([CH2:5][CH2:6]1)[CH2:3][CH2:2]2.[Br:24][CH2:25][CH2:26][CH2:27][OH:28]. No catalyst specified. The product is [Br-:24].[C:10]([C:9]([C:18]1[CH:19]=[CH:20][CH:21]=[CH:22][CH:23]=1)([C:12]1[CH:13]=[CH:14][CH:15]=[CH:16][CH:17]=1)[C:4]12[CH2:5][CH2:6][N+:1]([CH2:25][CH2:26][CH2:27][OH:28])([CH2:2][CH2:3]1)[CH2:8][CH2:7]2)#[N:11]. The yield is 0.649.